Dataset: Full USPTO retrosynthesis dataset with 1.9M reactions from patents (1976-2016). Task: Predict the reactants needed to synthesize the given product. Given the product [NH2:27][CH:28]1[CH2:32][CH2:31][N:30]([C:2]2[CH:7]=[C:6]([N:15]3[CH2:14][C:13]4[C:17](=[CH:18][CH:19]=[C:11]([F:10])[CH:12]=4)[CH2:16]3)[N:5]=[C:4]([NH2:9])[N:3]=2)[CH2:29]1, predict the reactants needed to synthesize it. The reactants are: Cl[C:2]1[CH:7]=[C:6](Cl)[N:5]=[C:4]([NH2:9])[N:3]=1.[F:10][C:11]1[CH:12]=[C:13]2[C:17](=[CH:18][CH:19]=1)[CH2:16][NH:15][CH2:14]2.C(OC([NH:27][CH:28]1[CH2:32][CH2:31][NH:30][CH2:29]1)=O)(C)(C)C.O.